From a dataset of Forward reaction prediction with 1.9M reactions from USPTO patents (1976-2016). Predict the product of the given reaction. (1) Given the reactants [NH:1]1[CH:5]=[C:4]([C:6]2[C:7]3[CH:14]=[CH:13][N:12]([CH2:15][O:16][CH2:17][CH2:18][Si:19]([CH3:22])([CH3:21])[CH3:20])[C:8]=3[N:9]=[CH:10][N:11]=2)[CH:3]=[N:2]1.[C:23]([CH:25]=[C:26]1[CH2:29][N:28]([C:30]([O:32][C:33]([CH3:36])(C)C)=[O:31])[CH2:27]1)#[N:24].N12CCCN=C1CCC[CH2:39][CH2:38]2.O, predict the reaction product. The product is: [C:23]([CH2:25][C:26]1([N:1]2[CH:5]=[C:4]([C:6]3[C:7]4[CH:14]=[CH:13][N:12]([CH2:15][O:16][CH2:17][CH2:18][Si:19]([CH3:22])([CH3:21])[CH3:20])[C:8]=4[N:9]=[CH:10][N:11]=3)[CH:3]=[N:2]2)[CH2:27][N:28]([C:30]([O:32][CH2:33][CH2:36][CH2:38][CH3:39])=[O:31])[CH2:29]1)#[N:24]. (2) Given the reactants Cl[C:2]1[C:3]2[C:10]([I:11])=[C:9]([CH2:12][CH3:13])[S:8][C:4]=2[N:5]=[CH:6][N:7]=1.[OH:14][C@@H:15]([CH2:21][C:22]1[CH:27]=[CH:26][CH:25]=[CH:24][C:23]=1[O:28][CH3:29])[C:16]([O:18][CH2:19][CH3:20])=[O:17].C([O-])([O-])=O.[Cs+].[Cs+].Cl, predict the reaction product. The product is: [CH2:12]([C:9]1[S:8][C:4]2[N:5]=[CH:6][N:7]=[C:2]([O:14][C@@H:15]([CH2:21][C:22]3[CH:27]=[CH:26][CH:25]=[CH:24][C:23]=3[O:28][CH3:29])[C:16]([O:18][CH2:19][CH3:20])=[O:17])[C:3]=2[C:10]=1[I:11])[CH3:13]. (3) Given the reactants Br[CH2:2][C:3]([C:5]1[CH:10]=[CH:9][C:8]([Cl:11])=[CH:7][CH:6]=1)=[O:4].[CH3:12][S-:13].[Na+], predict the reaction product. The product is: [Cl:11][C:8]1[CH:9]=[CH:10][C:5]([C:3](=[O:4])[CH2:2][S:13][CH3:12])=[CH:6][CH:7]=1.